Dataset: Forward reaction prediction with 1.9M reactions from USPTO patents (1976-2016). Task: Predict the product of the given reaction. (1) Given the reactants [CH:1]([C:4]1[CH:9]=[CH:8][C:7]([CH2:10][C:11]([NH:14]C(=O)C)([CH3:13])[CH3:12])=[CH:6][CH:5]=1)([CH3:3])[CH3:2].Cl, predict the reaction product. The product is: [CH:1]([C:4]1[CH:5]=[CH:6][C:7]([CH2:10][C:11]([NH2:14])([CH3:12])[CH3:13])=[CH:8][CH:9]=1)([CH3:3])[CH3:2]. (2) Given the reactants [CH3:1][C:2]1[N:3]=[CH:4][S:5][C:6]=1[CH2:7][CH2:8][OH:9].C(N(CC)CC)C.[CH3:17][S:18](Cl)(=[O:20])=[O:19], predict the reaction product. The product is: [CH3:17][S:18]([O:9][CH2:8][CH2:7][C:6]1[S:5][CH:4]=[N:3][C:2]=1[CH3:1])(=[O:20])=[O:19]. (3) Given the reactants [F:1][C:2]1[CH:11]=[C:10]([C:12]2[N:17]=[C:16]3[N:18]([CH2:21][C:22]4[CH:23]=[C:24]5[C:29](=[CH:30][CH:31]=4)[N:28]=[CH:27][CH:26]=[CH:25]5)[N:19]=[N:20][C:15]3=[CH:14][CH:13]=2)[CH:9]=[CH:8][C:3]=1C(NC)=O.Cl[C:33]1C(F)=CC=C(F)C=1CN1C2=NC(C3C=CC(C(NC)=O)=C(F)C=3)=CC=C2N=N1.C(=O)([O-])[O-].[K+].[K+].[O:68]1[CH2:73][CH2:72]OCC1, predict the reaction product. The product is: [F:1][C:2]1[CH:11]=[C:10]([C:12]2[N:17]=[C:16]3[N:18]([CH2:21][C:22]4[CH:23]=[C:24]5[C:29](=[CH:30][CH:31]=4)[N:28]=[CH:27][CH:26]=[CH:25]5)[N:19]=[N:20][C:15]3=[CH:14][CH:13]=2)[CH:9]=[CH:8][C:3]=1[C:73]([OH:68])([CH3:72])[CH3:33]. (4) Given the reactants [C:1]1([NH:7][C:8]([NH:10][NH2:11])=[O:9])[CH:6]=[CH:5][CH:4]=[CH:3][CH:2]=1.[F:12][C:13]1[CH:22]=[C:21]2[C:16]([CH:17]=[CH:18][CH:19]=[N:20]2)=[CH:15][C:14]=1[CH2:23][C:24]1[N:28]2[N:29]=[C:30]([C:33](=O)[CH3:34])[CH:31]=[CH:32][C:27]2=[N:26][CH:25]=1, predict the reaction product. The product is: [F:12][C:13]1[CH:22]=[C:21]2[C:16]([CH:17]=[CH:18][CH:19]=[N:20]2)=[CH:15][C:14]=1[CH2:23][C:24]1[N:28]2[N:29]=[C:30](/[C:33](=[N:11]/[NH:10][C:8]([NH:7][C:1]3[CH:2]=[CH:3][CH:4]=[CH:5][CH:6]=3)=[O:9])/[CH3:34])[CH:31]=[CH:32][C:27]2=[N:26][CH:25]=1.